The task is: Regression. Given a peptide amino acid sequence and an MHC pseudo amino acid sequence, predict their binding affinity value. This is MHC class I binding data.. This data is from Peptide-MHC class I binding affinity with 185,985 pairs from IEDB/IMGT. The peptide sequence is ATTHSWIPK. The binding affinity (normalized) is 0.0847. The MHC is HLA-B08:02 with pseudo-sequence HLA-B08:02.